Predict which catalyst facilitates the given reaction. From a dataset of Catalyst prediction with 721,799 reactions and 888 catalyst types from USPTO. (1) Reactant: [CH2:1]([N:8]1[CH2:18][CH2:17][C:11]2([O:16][CH2:15][CH2:14][NH:13][CH2:12]2)[CH2:10][CH2:9]1)[C:2]1[CH:7]=[CH:6][CH:5]=[CH:4][CH:3]=1.C(=O)(O)[O-].[Na+].Cl[C:25]([O:27][CH2:28][CH:29]1[C:41]2[CH:40]=[CH:39][CH:38]=[CH:37][C:36]=2[C:35]2[C:30]1=[CH:31][CH:32]=[CH:33][CH:34]=2)=[O:26].Cl. Product: [CH:40]1[C:41]2[CH:29]([CH2:28][O:27][C:25]([N:13]3[CH2:12][C:11]4([CH2:10][CH2:9][N:8]([CH2:1][C:2]5[CH:3]=[CH:4][CH:5]=[CH:6][CH:7]=5)[CH2:18][CH2:17]4)[O:16][CH2:15][CH2:14]3)=[O:26])[C:30]3[C:35](=[CH:34][CH:33]=[CH:32][CH:31]=3)[C:36]=2[CH:37]=[CH:38][CH:39]=1. The catalyst class is: 38. (2) Reactant: [NH2:1][C:2]([CH3:6])([CH3:5])[CH2:3][OH:4].C(N(CC)CC)C.[CH2:14]([O:21][C:22](ON1C(=O)CCC1=O)=[O:23])[C:15]1[CH:20]=[CH:19][CH:18]=[CH:17][CH:16]=1. Product: [OH:4][CH2:3][C:2]([NH:1][C:22](=[O:23])[O:21][CH2:14][C:15]1[CH:20]=[CH:19][CH:18]=[CH:17][CH:16]=1)([CH3:6])[CH3:5]. The catalyst class is: 1. (3) Reactant: [F:1][C:2]([F:11])([C:7]([F:10])([F:9])[F:8])[CH2:3][CH2:4][CH2:5][OH:6].C(N(CC)CC)C.[CH3:19][S:20](Cl)(=[O:22])=[O:21].O. Product: [CH3:19][S:20]([O:6][CH2:5][CH2:4][CH2:3][C:2]([F:11])([F:1])[C:7]([F:8])([F:9])[F:10])(=[O:22])=[O:21]. The catalyst class is: 4. (4) Product: [Cl:1][C:2]1[N:10]=[C:9]2[C:5]([N:6]=[C:7]([C:11]([OH:14])([CH3:13])[CH3:12])[N:8]2[CH:28]([CH3:33])[C:29]([O:31][CH3:32])=[O:30])=[C:4]([N:15]2[CH2:16][CH2:17][O:18][CH2:19][CH2:20]2)[N:3]=1. Reactant: [Cl:1][C:2]1[N:10]=[C:9]2[C:5]([N:6]=[C:7]([C:11]([OH:14])([CH3:13])[CH3:12])[NH:8]2)=[C:4]([N:15]2[CH2:20][CH2:19][O:18][CH2:17][CH2:16]2)[N:3]=1.C(=O)([O-])[O-].[Cs+].[Cs+].Br[CH:28]([CH3:33])[C:29]([O:31][CH3:32])=[O:30]. The catalyst class is: 384. (5) Reactant: [CH2:1]([O:8][C:9]1[CH:10]=[CH:11][C:12]2[N:16]=[CH:15][N:14]([C:17]3[S:18][C:19]([C:29](O)=[O:30])=[C:20]([C:22]4[CH:27]=[CH:26][CH:25]=[C:24]([Cl:28])[CH:23]=4)[N:21]=3)[C:13]=2[CH:32]=1)[C:2]1[CH:7]=[CH:6][CH:5]=[CH:4][CH:3]=1.C[N:34](C(N(C)C)=[N+]1C2C(=NC=CC=2)N=N1)C.F[P-](F)(F)(F)(F)F.[Cl-].[NH4+].C(N(C(C)C)C(C)C)C. Product: [CH2:1]([O:8][C:9]1[CH:10]=[CH:11][C:12]2[N:16]=[CH:15][N:14]([C:17]3[S:18][C:19]([C:29]([NH2:34])=[O:30])=[C:20]([C:22]4[CH:27]=[CH:26][CH:25]=[C:24]([Cl:28])[CH:23]=4)[N:21]=3)[C:13]=2[CH:32]=1)[C:2]1[CH:3]=[CH:4][CH:5]=[CH:6][CH:7]=1. The catalyst class is: 145. (6) Reactant: [OH:1][CH:2]([C:4]1[CH:12]=[CH:11][C:7]([C:8]([O-:10])=[O:9])=[CH:6][CH:5]=1)[CH3:3].[C:13]1(P(C2C=CC=CC=2)C2C=CC=CC=2)C=CC=CC=1.[N:32]1[CH:37]=[CH:36][C:35](O)=[CH:34][CH:33]=1.CC(OC(/N=N/C(OC(C)C)=O)=O)C. Product: [N:32]1[CH:37]=[CH:36][C:35]([O:1][CH:2]([C:4]2[CH:12]=[CH:11][C:7]([C:8]([O:10][CH3:13])=[O:9])=[CH:6][CH:5]=2)[CH3:3])=[CH:34][CH:33]=1. The catalyst class is: 7. (7) Reactant: [Si:1]([O:8][CH2:9][C@@H:10]([C:12]1[CH:13]=[C:14]([CH:22]=[C:23]([C:25]([F:28])([F:27])[F:26])[CH:24]=1)[C:15]([O:17][C:18]([CH3:21])([CH3:20])[CH3:19])=[O:16])O)([C:4]([CH3:7])([CH3:6])[CH3:5])([CH3:3])[CH3:2].C1(P(C2C=CC=CC=2)C2C=CC=CC=2)C=CC=CC=1.N(C(OC(C)C)=O)=NC(OC(C)C)=O.C1C=CC(OP(OC2C=CC=CC=2)([N:71]=[N+:72]=[N-:73])=O)=CC=1. Product: [N:71]([C@@H:10]([C:12]1[CH:13]=[C:14]([CH:22]=[C:23]([C:25]([F:28])([F:27])[F:26])[CH:24]=1)[C:15]([O:17][C:18]([CH3:21])([CH3:20])[CH3:19])=[O:16])[CH2:9][O:8][Si:1]([C:4]([CH3:7])([CH3:6])[CH3:5])([CH3:3])[CH3:2])=[N+:72]=[N-:73]. The catalyst class is: 1.